This data is from Reaction yield outcomes from USPTO patents with 853,638 reactions. The task is: Predict the reaction yield, written as a fraction of the theoretical maximum amount of product (1.0 means a 100% yield; for example, 0.34 means a 34% yield). (1) The reactants are [OH-].[Na+].C[O:4][C:5]([C:7]1[C:12]([Br:13])=[CH:11][N:10]2[CH:14]=[C:15]([C:17]3[CH:22]=[CH:21][CH:20]=[CH:19][CH:18]=3)[N:16]=[C:9]2[CH:8]=1)=[O:6].Cl. The catalyst is O.C(O)C. The product is [Br:13][C:12]1[C:7]([C:5]([OH:6])=[O:4])=[CH:8][C:9]2[N:10]([CH:14]=[C:15]([C:17]3[CH:22]=[CH:21][CH:20]=[CH:19][CH:18]=3)[N:16]=2)[CH:11]=1. The yield is 0.980. (2) The reactants are [Cl:1][C:2]1[C:3]([F:14])=[C:4]([CH:7]=[C:8]([C:10]([F:13])([F:12])[F:11])[CH:9]=1)[CH:5]=O.[C:15]([NH:18][NH2:19])([NH2:17])=[NH:16].Cl. No catalyst specified. The product is [ClH:1].[Cl:1][C:2]1[C:3]([F:14])=[C:4]([CH:7]=[C:8]([C:10]([F:13])([F:12])[F:11])[CH:9]=1)[CH:5]=[N:19][NH:18][C:15]([NH2:17])=[NH:16]. The yield is 0.860. (3) The reactants are Br[C:2]1[CH:7]=[CH:6][N:5]=[C:4]([CH2:8][C:9]([O:11][CH3:12])=[O:10])[CH:3]=1.CC1(C)CC(C)OB([C:21]([C:23]([F:26])([F:25])[F:24])=[CH2:22])O1.C([O-])([O-])=O.[K+].[K+]. The catalyst is O1CCOCC1.O.C1C=CC(P(C2C=CC=CC=2)[C-]2C=CC=C2)=CC=1.C1C=CC(P(C2C=CC=CC=2)[C-]2C=CC=C2)=CC=1.Cl[Pd]Cl.[Fe+2].C(Cl)Cl. The product is [F:24][C:23]([F:26])([F:25])[C:21]([C:2]1[CH:7]=[CH:6][N:5]=[C:4]([CH2:8][C:9]([O:11][CH3:12])=[O:10])[CH:3]=1)=[CH2:22]. The yield is 0.990. (4) The reactants are [CH2:1]([O:8][C:9]([N:11]1[CH2:17][CH2:16][CH2:15][CH:14]([C:18]([OH:20])=O)[CH2:13][CH2:12]1)=[O:10])[C:2]1[CH:7]=[CH:6][CH:5]=[CH:4][CH:3]=1.C1C=CC2N(O)N=NC=2C=1.CCN=C=NCCCN(C)C.Cl.[OH:43][CH:44]1[CH2:47][NH:46][CH2:45]1.CCN(C(C)C)C(C)C. The catalyst is CN(C=O)C.CCOC(C)=O. The product is [OH:43][CH:44]1[CH2:47][N:46]([C:18]([CH:14]2[CH2:15][CH2:16][CH2:17][N:11]([C:9]([O:8][CH2:1][C:2]3[CH:3]=[CH:4][CH:5]=[CH:6][CH:7]=3)=[O:10])[CH2:12][CH2:13]2)=[O:20])[CH2:45]1. The yield is 0.700. (5) The reactants are P(Br)(Br)[Br:2].[Br:5][C:6]1[CH:11]=[CH:10][C:9]([CH2:12]O)=[C:8]([Cl:14])[CH:7]=1.[OH-].[Na+]. The catalyst is ClC(Cl)C. The product is [Br:5][C:6]1[CH:11]=[CH:10][C:9]([CH2:12][Br:2])=[C:8]([Cl:14])[CH:7]=1. The yield is 0.570. (6) The reactants are [N:1]1[CH:6]=[CH:5][CH:4]=[C:3]([N:7]2[CH2:12][CH2:11][N:10]([C:13]([O:15][C:16]([CH3:19])([CH3:18])[CH3:17])=[O:14])[CH2:9][CH2:8]2)[CH:2]=1.[Br:20]N1C(=O)CCC1=O.[OH-].[Na+].C(OCC)(=O)C. The catalyst is C(#N)C. The product is [Br:20][C:6]1[N:1]=[CH:2][C:3]([N:7]2[CH2:12][CH2:11][N:10]([C:13]([O:15][C:16]([CH3:19])([CH3:18])[CH3:17])=[O:14])[CH2:9][CH2:8]2)=[CH:4][CH:5]=1. The yield is 0.970. (7) The reactants are [Si:1]([O:8][CH2:9][C@@H:10]1[C:15]([CH3:16])=[C:14]([CH3:17])[C:13](=[O:18])[CH2:12][N:11]1[C:19]([O:21][C:22]([CH3:25])([CH3:24])[CH3:23])=[O:20])([C:4]([CH3:7])([CH3:6])[CH3:5])([CH3:3])[CH3:2].[Si](OC[C@@H]1C=C(C)[C@H](O)CN1C(OC(C)(C)C)=O)(C(C)(C)C)(C)C. No catalyst specified. The product is [Si:1]([O:8][CH2:9][C@@H:10]1[C:15]([CH3:16])=[C:14]([CH3:17])[C@H:13]([OH:18])[CH2:12][N:11]1[C:19]([O:21][C:22]([CH3:25])([CH3:24])[CH3:23])=[O:20])([C:4]([CH3:5])([CH3:6])[CH3:7])([CH3:3])[CH3:2]. The yield is 0.720.